From a dataset of NCI-60 drug combinations with 297,098 pairs across 59 cell lines. Regression. Given two drug SMILES strings and cell line genomic features, predict the synergy score measuring deviation from expected non-interaction effect. (1) Synergy scores: CSS=15.0, Synergy_ZIP=-4.57, Synergy_Bliss=-4.24, Synergy_Loewe=-9.36, Synergy_HSA=-5.37. Cell line: NCI-H322M. Drug 2: CCN(CC)CCCC(C)NC1=C2C=C(C=CC2=NC3=C1C=CC(=C3)Cl)OC. Drug 1: CCN(CC)CCNC(=O)C1=C(NC(=C1C)C=C2C3=C(C=CC(=C3)F)NC2=O)C. (2) Drug 1: CN1C(=O)N2C=NC(=C2N=N1)C(=O)N. Drug 2: CN1C2=C(C=C(C=C2)N(CCCl)CCCl)N=C1CCCC(=O)O.Cl. Cell line: SNB-19. Synergy scores: CSS=-1.11, Synergy_ZIP=1.59, Synergy_Bliss=3.49, Synergy_Loewe=-1.63, Synergy_HSA=-1.23. (3) Drug 1: CC1CCC2CC(C(=CC=CC=CC(CC(C(=O)C(C(C(=CC(C(=O)CC(OC(=O)C3CCCCN3C(=O)C(=O)C1(O2)O)C(C)CC4CCC(C(C4)OC)O)C)C)O)OC)C)C)C)OC. Drug 2: C1CN1C2=NC(=NC(=N2)N3CC3)N4CC4. Cell line: HOP-92. Synergy scores: CSS=28.6, Synergy_ZIP=-7.97, Synergy_Bliss=-0.712, Synergy_Loewe=3.49, Synergy_HSA=2.59. (4) Drug 1: COC1=C2C(=CC3=C1OC=C3)C=CC(=O)O2. Synergy scores: CSS=-21.5, Synergy_ZIP=7.54, Synergy_Bliss=5.59, Synergy_Loewe=-21.1, Synergy_HSA=-19.3. Cell line: U251. Drug 2: C(CN)CNCCSP(=O)(O)O. (5) Drug 1: CCCS(=O)(=O)NC1=C(C(=C(C=C1)F)C(=O)C2=CNC3=C2C=C(C=N3)C4=CC=C(C=C4)Cl)F. Drug 2: CCCCC(=O)OCC(=O)C1(CC(C2=C(C1)C(=C3C(=C2O)C(=O)C4=C(C3=O)C=CC=C4OC)O)OC5CC(C(C(O5)C)O)NC(=O)C(F)(F)F)O. Cell line: UACC62. Synergy scores: CSS=27.1, Synergy_ZIP=-4.39, Synergy_Bliss=-5.73, Synergy_Loewe=-6.33, Synergy_HSA=-4.76. (6) Cell line: RXF 393. Synergy scores: CSS=9.49, Synergy_ZIP=2.80, Synergy_Bliss=4.72, Synergy_Loewe=1.56, Synergy_HSA=4.34. Drug 2: CCN(CC)CCCC(C)NC1=C2C=C(C=CC2=NC3=C1C=CC(=C3)Cl)OC. Drug 1: C1=CC(=CC=C1C#N)C(C2=CC=C(C=C2)C#N)N3C=NC=N3. (7) Drug 1: CC12CCC(CC1=CCC3C2CCC4(C3CC=C4C5=CN=CC=C5)C)O. Drug 2: CN(CC1=CN=C2C(=N1)C(=NC(=N2)N)N)C3=CC=C(C=C3)C(=O)NC(CCC(=O)O)C(=O)O. Cell line: CAKI-1. Synergy scores: CSS=16.9, Synergy_ZIP=-3.85, Synergy_Bliss=-2.28, Synergy_Loewe=-3.24, Synergy_HSA=0.0658. (8) Drug 1: CN1CCC(CC1)COC2=C(C=C3C(=C2)N=CN=C3NC4=C(C=C(C=C4)Br)F)OC. Drug 2: C1=C(C(=O)NC(=O)N1)N(CCCl)CCCl. Cell line: K-562. Synergy scores: CSS=59.5, Synergy_ZIP=2.72, Synergy_Bliss=0.676, Synergy_Loewe=-1.31, Synergy_HSA=2.21. (9) Drug 1: CC1=C(C=C(C=C1)NC(=O)C2=CC=C(C=C2)CN3CCN(CC3)C)NC4=NC=CC(=N4)C5=CN=CC=C5. Drug 2: CNC(=O)C1=NC=CC(=C1)OC2=CC=C(C=C2)NC(=O)NC3=CC(=C(C=C3)Cl)C(F)(F)F. Cell line: RPMI-8226. Synergy scores: CSS=-4.51, Synergy_ZIP=2.02, Synergy_Bliss=-4.44, Synergy_Loewe=-3.71, Synergy_HSA=-10.2. (10) Drug 1: CN1C2=C(C=C(C=C2)N(CCCl)CCCl)N=C1CCCC(=O)O.Cl. Drug 2: CC(C)CN1C=NC2=C1C3=CC=CC=C3N=C2N. Cell line: UACC-257. Synergy scores: CSS=1.38, Synergy_ZIP=0.0609, Synergy_Bliss=0.657, Synergy_Loewe=-0.430, Synergy_HSA=-0.372.